From a dataset of Reaction yield outcomes from USPTO patents with 853,638 reactions. Predict the reaction yield, written as a fraction of the theoretical maximum amount of product (1.0 means a 100% yield; for example, 0.34 means a 34% yield). The reactants are Br[C:2]1[CH:7]=[CH:6][C:5]([C:8]2[NH:17][C:16](=[O:18])[C:15]3[C:10](=[CH:11][C:12]([O:21][CH3:22])=[CH:13][C:14]=3[O:19][CH3:20])[N:9]=2)=[CH:4][CH:3]=1.C([O-])([O-])=O.[K+].[K+].CC1(C)C(C)(C)OB([C:37]2[CH2:42][CH2:41][N:40]([C:43]([O:45][C:46]([CH3:49])([CH3:48])[CH3:47])=[O:44])[CH2:39][CH:38]=2)O1. The catalyst is CN(C=O)C.C1C=CC(P(C2C=CC=CC=2)[C-]2C=CC=C2)=CC=1.C1C=CC(P(C2C=CC=CC=2)[C-]2C=CC=C2)=CC=1.Cl[Pd]Cl.[Fe+2]. The product is [CH3:20][O:19][C:14]1[CH:13]=[C:12]([O:21][CH3:22])[CH:11]=[C:10]2[C:15]=1[C:16](=[O:18])[NH:17][C:8]([C:5]1[CH:6]=[CH:7][C:2]([C:37]3[CH2:42][CH2:41][N:40]([C:43]([O:45][C:46]([CH3:49])([CH3:48])[CH3:47])=[O:44])[CH2:39][CH:38]=3)=[CH:3][CH:4]=1)=[N:9]2. The yield is 0.490.